Dataset: Full USPTO retrosynthesis dataset with 1.9M reactions from patents (1976-2016). Task: Predict the reactants needed to synthesize the given product. (1) Given the product [C:13]([C:12]1[CH:11]=[C:10]([C:8]2[N:32]=[C:30]([NH:29][C:26]3[CH:27]=[CH:28][C:23]([C:20]([OH:22])=[O:21])=[CH:24][CH:25]=3)[S:31][C:7]=2[C:4]2[CH:5]=[CH:6][N:1]=[N:2][CH:3]=2)[CH:17]=[CH:16][CH:15]=1)#[N:14], predict the reactants needed to synthesize it. The reactants are: [N:1]1[CH:6]=[CH:5][C:4]([CH2:7][C:8]([C:10]2[CH:11]=[C:12]([CH:15]=[CH:16][CH:17]=2)[C:13]#[N:14])=O)=[CH:3][N:2]=1.BrBr.[C:20]([C:23]1[CH:28]=[CH:27][C:26]([NH:29][C:30]([NH2:32])=[S:31])=[CH:25][CH:24]=1)([OH:22])=[O:21]. (2) Given the product [P:1]([O:9][CH2:10][C@H:11]1[O:15][C@@H:14]([N:16]2[C:26]3[N:25]=[C:23]([NH2:24])[NH:22][C:20](=[O:21])[C:19]=3[N:18]=[CH:17]2)[C@H:13]([OH:27])[C@@H:12]1[O:28][CH3:29])([OH:4])([OH:2])=[O:3], predict the reactants needed to synthesize it. The reactants are: [P:1]([O:9][CH2:10][C@H:11]1[O:15][C@@H:14]([N:16]2[C:26]3[N:25]=[C:23]([NH2:24])[NH:22][C:20](=[O:21])[C:19]=3[N:18]=[CH:17]2)[C@H:13]([OH:27])[C@@H:12]1[OH:28])([O:4]P(O)(O)=O)(=[O:3])[OH:2].[CH3:29]OP(OC)(OC)=O.P(Cl)(Cl)(Cl)=O. (3) The reactants are: [CH:1]1([N:6]2[CH2:11][CH2:10][N:9]([C:12]([C:14]3[CH:15]=[C:16]4[C:20](=[CH:21][CH:22]=3)[NH:19][C:18]([C:23]([OH:25])=O)=[CH:17]4)=[O:13])[CH2:8][CH2:7]2)[CH2:5][CH2:4][CH2:3][CH2:2]1.Cl.F[B-](F)(F)F.N1([O:41][C:42](N(C)C)=[N+](C)C)C2C=CC=CC=2N=N1.C([N:52]([CH2:56][CH3:57])[CH:53]([CH3:55])C)(C)C. Given the product [CH:1]1([N:6]2[CH2:11][CH2:10][N:9]([C:12]([C:14]3[CH:15]=[C:16]4[C:20](=[CH:21][CH:22]=3)[NH:19][C:18]([C:23]([N:52]3[CH2:53][CH2:55][CH:42]([OH:41])[CH2:57][CH2:56]3)=[O:25])=[CH:17]4)=[O:13])[CH2:8][CH2:7]2)[CH2:5][CH2:4][CH2:3][CH2:2]1, predict the reactants needed to synthesize it.